Dataset: Retrosynthesis with 50K atom-mapped reactions and 10 reaction types from USPTO. Task: Predict the reactants needed to synthesize the given product. (1) Given the product Nc1nc(-c2ccc3c(N)n[nH]c3c2)cc(N2CCCC(NC(=O)c3ccccc3)C2)n1, predict the reactants needed to synthesize it. The reactants are: Nc1nc(-c2ccc3c(N)n[nH]c3c2)cc(N2CCCC(N)C2)n1.O=C(Cl)c1ccccc1. (2) The reactants are: CC1=C(CO)C(C)(C)CCC1.Oc1ccc(F)c(F)c1. Given the product CC1=C(COc2ccc(F)c(F)c2)C(C)(C)CCC1, predict the reactants needed to synthesize it. (3) Given the product N#Cc1cccc(-c2cc(C(=O)O)nn2-c2ccc(F)c(Cl)c2)c1, predict the reactants needed to synthesize it. The reactants are: CCOC(=O)c1cc(-c2cccc(C#N)c2)n(-c2ccc(F)c(Cl)c2)n1. (4) Given the product Nc1ccc(C(F)(F)F)c(Cl)c1, predict the reactants needed to synthesize it. The reactants are: O=[N+]([O-])c1ccc(C(F)(F)F)c(Cl)c1. (5) Given the product Cn1ncc(C(=O)N2CCC2)c1C(=O)Nc1cc2nc(-c3ccccc3)cn2cc1Br, predict the reactants needed to synthesize it. The reactants are: C1CNC1.Cn1ncc(C(=O)O)c1C(=O)Nc1cc2nc(-c3ccccc3)cn2cc1Br.